This data is from Full USPTO retrosynthesis dataset with 1.9M reactions from patents (1976-2016). The task is: Predict the reactants needed to synthesize the given product. Given the product [Cl:1][C:2]1[CH:7]=[CH:6][CH:5]=[CH:4][C:3]=1[C:8]1[C:12]([C:13]#[N:14])=[CH:11][N:10]([C:15]2[CH:16]=[CH:17][C:18]3[N:35]=[C:24]([C:26]4[CH:31]=[CH:30][CH:29]=[C:28]([C:32]#[N:33])[CH:27]=4)[CH2:23][C:22](=[O:34])[NH:21][C:19]=3[CH:20]=2)[CH:9]=1, predict the reactants needed to synthesize it. The reactants are: [Cl:1][C:2]1[CH:7]=[CH:6][CH:5]=[CH:4][C:3]=1[C:8]1[C:12]([C:13]#[N:14])=[CH:11][N:10]([C:15]2[CH:16]=[CH:17][C:18]([N+:35]([O-])=O)=[C:19]([NH:21][C:22](=[O:34])[CH2:23][C:24]([C:26]3[CH:31]=[CH:30][CH:29]=[C:28]([C:32]#[N:33])[CH:27]=3)=O)[CH:20]=2)[CH:9]=1.